This data is from Forward reaction prediction with 1.9M reactions from USPTO patents (1976-2016). The task is: Predict the product of the given reaction. (1) The product is: [Cl:35][C:36]1[CH:43]=[C:42]([Cl:44])[CH:41]=[CH:40][C:37]=1[CH2:38][N:1]1[C:9]2[C:4](=[CH:5][C:6]([C:10]3[N:11]([CH2:23][C:24]4[C:25]([F:32])=[CH:26][C:27]([F:31])=[CH:28][C:29]=4[F:30])[N:12]=[C:13]4[C:18]=3[CH:17]=[CH:16][CH:15]=[C:14]4[C:19]([F:22])([F:21])[F:20])=[CH:7][CH:8]=2)[CH:3]=[CH:2]1. Given the reactants [NH:1]1[C:9]2[C:4](=[CH:5][C:6]([C:10]3[N:11]([CH2:23][C:24]4[C:29]([F:30])=[CH:28][C:27]([F:31])=[CH:26][C:25]=4[F:32])[N:12]=[C:13]4[C:18]=3[CH:17]=[CH:16][CH:15]=[C:14]4[C:19]([F:22])([F:21])[F:20])=[CH:7][CH:8]=2)[CH:3]=[CH:2]1.[H-].[Na+].[Cl:35][C:36]1[CH:43]=[C:42]([Cl:44])[CH:41]=[CH:40][C:37]=1[CH2:38]Br, predict the reaction product. (2) Given the reactants [F:1][C:2]1[C:7]([C:8]2[CH:9]=[C:10]([CH2:13][N:14]([CH3:22])[C:15](=[O:21])[O:16][C:17]([CH3:20])([CH3:19])[CH3:18])[S:11][CH:12]=2)=[CH:6][CH:5]=[CH:4][N:3]=1.[Br:23]N1C(=O)CCC1=O.C(=O)([O-])O.[Na+], predict the reaction product. The product is: [Br:23][C:12]1[S:11][C:10]([CH2:13][N:14]([CH3:22])[C:15](=[O:21])[O:16][C:17]([CH3:18])([CH3:19])[CH3:20])=[CH:9][C:8]=1[C:7]1[C:2]([F:1])=[N:3][CH:4]=[CH:5][CH:6]=1. (3) The product is: [Cl:1][C:2]1[C:3]([N:9]2[C:13]([C:14]([O:16][CH2:17][CH3:18])=[O:15])=[CH:12][C:11]([OH:19])=[N:10]2)=[N:4][CH:5]=[C:6]([Cl:8])[CH:7]=1. Given the reactants [Cl:1][C:2]1[C:3]([N:9]2[CH:13]([C:14]([O:16][CH2:17][CH3:18])=[O:15])[CH2:12][C:11](=[O:19])[NH:10]2)=[N:4][CH:5]=[C:6]([Cl:8])[CH:7]=1.S(=O)(=O)(O)O.S(OOS([O-])(=O)=O)([O-])(=O)=O.[K+].[K+], predict the reaction product. (4) Given the reactants [Cl:1][C:2]1[CH:11]=[CH:10][CH:9]=[C:8]2[C:3]=1[C:4](=[O:41])[N:5]([CH2:30][CH2:31][CH2:32][NH:33]C(=O)OC(C)(C)C)[C:6]([C@@H:12]([NH:19][C:20]1[C:25]([C:26]#[N:27])=[C:24]([NH2:28])[N:23]=[C:22]([NH2:29])[N:21]=1)[C:13]1[CH:18]=[CH:17][CH:16]=[CH:15][CH:14]=1)=[N:7]2.FC(F)(F)C(O)=O, predict the reaction product. The product is: [NH2:29][C:22]1[N:23]=[C:24]([NH2:28])[C:25]([C:26]#[N:27])=[C:20]([NH:19][C@H:12]([C:6]2[N:5]([CH2:30][CH2:31][CH2:32][NH2:33])[C:4](=[O:41])[C:3]3[C:8](=[CH:9][CH:10]=[CH:11][C:2]=3[Cl:1])[N:7]=2)[C:13]2[CH:18]=[CH:17][CH:16]=[CH:15][CH:14]=2)[N:21]=1.